This data is from Full USPTO retrosynthesis dataset with 1.9M reactions from patents (1976-2016). The task is: Predict the reactants needed to synthesize the given product. Given the product [F:1][C:2]1[CH:7]=[C:6]([F:8])[CH:5]=[CH:4][C:3]=1/[CH:9]=[CH:10]/[C:11]1[CH:12]=[CH:13][C:14]([S:17]([C:20]2[CH:27]=[CH:26][CH:25]=[CH:24][C:21]=2[C:22]([NH2:23])=[O:28])(=[O:18])=[O:19])=[CH:15][CH:16]=1, predict the reactants needed to synthesize it. The reactants are: [F:1][C:2]1[CH:7]=[C:6]([F:8])[CH:5]=[CH:4][C:3]=1/[CH:9]=[CH:10]/[C:11]1[CH:16]=[CH:15][C:14]([S:17]([C:20]2[CH:27]=[CH:26][CH:25]=[CH:24][C:21]=2[C:22]#[N:23])(=[O:19])=[O:18])=[CH:13][CH:12]=1.[OH-:28].[Na+].O.Cl.